Dataset: Catalyst prediction with 721,799 reactions and 888 catalyst types from USPTO. Task: Predict which catalyst facilitates the given reaction. (1) Reactant: [Br:1][C:2]1[CH:3]=[C:4]([NH2:10])[C:5]([NH:8][CH3:9])=[CH:6][CH:7]=1.[N:11]([O-])=O.[Na+].[OH-].[K+]. Product: [Br:1][C:2]1[CH:7]=[CH:6][C:5]2[N:8]([CH3:9])[N:11]=[N:10][C:4]=2[CH:3]=1. The catalyst class is: 126. (2) Reactant: [Cl:1][C:2]1[CH:31]=[CH:30][C:5]2[C:6]3[N:15]=[C:14]([NH:16][C:17]4[CH:18]=[CH:19][C:20]([NH:23]C(=O)C(C)(C)C)=[N:21][CH:22]=4)[N:13]=[CH:12][C:7]=3[CH2:8][C:9](=[O:11])[NH:10][C:4]=2[CH:3]=1.Cl.C([O-])([O-])=O.[K+].[K+]. Product: [NH2:23][C:20]1[N:21]=[CH:22][C:17]([NH:16][C:14]2[N:13]=[CH:12][C:7]3[CH2:8][C:9](=[O:11])[NH:10][C:4]4[CH:3]=[C:2]([Cl:1])[CH:31]=[CH:30][C:5]=4[C:6]=3[N:15]=2)=[CH:18][CH:19]=1. The catalyst class is: 87. (3) Reactant: [C:1]([C:3]1[C:4]([C:24]2[CH:29]=[CH:28][C:27]([Cl:30])=[CH:26][C:25]=2[Cl:31])=[C:5]([C:14]([NH:16][O:17]C2CCCCO2)=[O:15])[S:6][C:7]=1[N:8]1[CH2:13][CH2:12][O:11][CH2:10][CH2:9]1)#[N:2].C(O)(C(F)(F)F)=O. Product: [C:1]([C:3]1[C:4]([C:24]2[CH:29]=[CH:28][C:27]([Cl:30])=[CH:26][C:25]=2[Cl:31])=[C:5]([C:14]([NH:16][OH:17])=[O:15])[S:6][C:7]=1[N:8]1[CH2:9][CH2:10][O:11][CH2:12][CH2:13]1)#[N:2]. The catalyst class is: 2.